This data is from Catalyst prediction with 721,799 reactions and 888 catalyst types from USPTO. The task is: Predict which catalyst facilitates the given reaction. (1) Reactant: C(O)(C(F)(F)F)=O.[NH2:8][C:9](=[O:46])[CH2:10][C:11]1[CH:45]=[CH:44][CH:43]=[CH:42][C:12]=1[CH2:13][CH2:14][C:15]1[C:20]([CH3:21])=[CH:19][N:18]=[C:17]([NH:22][C:23]2[CH:28]=[CH:27][C:26]([CH:29]3[CH2:34][CH2:33][N:32](C(OC(C)(C)C)=O)[CH2:31][CH2:30]3)=[CH:25][CH:24]=2)[N:16]=1. Product: [CH3:21][C:20]1[C:15]([CH2:14][CH2:13][C:12]2[CH:42]=[CH:43][CH:44]=[CH:45][C:11]=2[CH2:10][C:9]([NH2:8])=[O:46])=[N:16][C:17]([NH:22][C:23]2[CH:28]=[CH:27][C:26]([CH:29]3[CH2:34][CH2:33][NH:32][CH2:31][CH2:30]3)=[CH:25][CH:24]=2)=[N:18][CH:19]=1. The catalyst class is: 2. (2) Product: [Cl:15][C:16]1[CH:17]=[C:18]([NH:19][C:6]2[N:5]=[C:4]([NH:11][CH:12]3[CH2:14][CH2:13]3)[N:3]=[C:2]([S:33][CH2:34][C:35]([NH2:37])=[O:36])[C:7]=2[C:8]#[N:9])[CH:20]=[CH:21][C:22]=1[Cl:23]. The catalyst class is: 1. Reactant: Cl[C:2]1[C:7]([C:8]#[N:9])=[C:6](Cl)[N:5]=[C:4]([NH:11][CH:12]2[CH2:14][CH2:13]2)[N:3]=1.[Cl:15][C:16]1[CH:17]=[C:18]([CH:20]=[CH:21][C:22]=1[Cl:23])[NH2:19].C(N(C(C)C)CC)(C)C.[SH:33][CH2:34][C:35]([NH2:37])=[O:36]. (3) Reactant: C([O:5][C:6](=[O:31])[CH2:7][N:8]1[CH2:16][CH2:15][N:14]([CH2:17][C:18]2[S:19][CH:20]=[CH:21][CH:22]=2)[CH2:13][CH2:12][N:11]([CH2:23][C:24]([O:26]C(C)(C)C)=[O:25])[CH2:10][CH2:9]1)(C)(C)C.Cl.C(OCC)C. Product: [C:6]([CH2:7][N:8]1[CH2:16][CH2:15][N:14]([CH2:17][C:18]2[S:19][CH:20]=[CH:21][CH:22]=2)[CH2:13][CH2:12][N:11]([CH2:23][C:24]([OH:26])=[O:25])[CH2:10][CH2:9]1)([OH:31])=[O:5]. The catalyst class is: 12. (4) Reactant: Cl.[CH3:2][O:3][C:4](=[O:7])[CH2:5][NH2:6].[C:8]([O-])(O)=O.[Na+].C[CH2:14][O:15][CH2:16][CH3:17]. Product: [CH3:2][O:3][C:4](=[O:7])[CH2:5][NH:6][CH2:8][CH:17]1[CH2:14][O:15][CH2:16]1. The catalyst class is: 10. (5) Reactant: Br[C:2]1[CH:3]=[C:4]2[C:9](=[C:10]([F:12])[CH:11]=1)[N:8]=[C:7]([Cl:13])[C:6]([C:14]1[CH:19]=[CH:18][CH:17]=[CH:16][CH:15]=1)=[C:5]2[Cl:20].[Li]CCCC.CN([CH:29]=[O:30])C. Product: [Cl:13][C:7]1[C:6]([C:14]2[CH:19]=[CH:18][CH:17]=[CH:16][CH:15]=2)=[C:5]([Cl:20])[C:4]2[C:9](=[C:10]([F:12])[CH:11]=[C:2]([CH:29]=[O:30])[CH:3]=2)[N:8]=1. The catalyst class is: 1.